This data is from Full USPTO retrosynthesis dataset with 1.9M reactions from patents (1976-2016). The task is: Predict the reactants needed to synthesize the given product. (1) The reactants are: [F:1][C:2]1[CH:7]=[C:6](I)[CH:5]=[CH:4][C:3]=1[N:9]1[CH:14]=[C:13]([O:15][CH3:16])[C:12](=[O:17])[C:11]([C:18]2[N:22]([C:23]3[CH:28]=[CH:27][CH:26]=[CH:25][CH:24]=3)[N:21]=[CH:20][CH:19]=2)=[N:10]1.[CH3:29][C:30]1([CH3:36])[CH2:34][NH:33][C:32](=[O:35])[CH2:31]1.N[C@@H]1CCCC[C@H]1N.[O-]P([O-])([O-])=O.[K+].[K+].[K+].C([O-])(O)=O.[Na+]. Given the product [CH3:29][C:30]1([CH3:36])[CH2:34][N:33]([C:6]2[CH:5]=[CH:4][C:3]([N:9]3[CH:14]=[C:13]([O:15][CH3:16])[C:12](=[O:17])[C:11]([C:18]4[N:22]([C:23]5[CH:28]=[CH:27][CH:26]=[CH:25][CH:24]=5)[N:21]=[CH:20][CH:19]=4)=[N:10]3)=[C:2]([F:1])[CH:7]=2)[C:32](=[O:35])[CH2:31]1, predict the reactants needed to synthesize it. (2) The reactants are: Cl[C:2]1[N:7]=[C:6]([Cl:8])[N:5]=[CH:4][N:3]=1.CCN(C(C)C)C(C)C.[NH2:18][C:19]1[CH:24]=[CH:23][C:22]([N:25]2[CH2:30][CH2:29][O:28][CH2:27][CH2:26]2)=[CH:21][CH:20]=1. Given the product [Cl:8][C:6]1[N:5]=[CH:4][N:3]=[C:2]([NH:18][C:19]2[CH:20]=[CH:21][C:22]([N:25]3[CH2:30][CH2:29][O:28][CH2:27][CH2:26]3)=[CH:23][CH:24]=2)[N:7]=1, predict the reactants needed to synthesize it. (3) Given the product [CH3:41][O:40][C:38](=[O:39])[CH:37]=[C:14]1[CH2:15][CH2:16][N:11]([C:9]([O:8][CH2:1][C:2]2[CH:7]=[CH:6][CH:5]=[CH:4][CH:3]=2)=[O:10])[CH2:12][CH2:13]1, predict the reactants needed to synthesize it. The reactants are: [CH2:1]([O:8][C:9]([N:11]1[CH2:16][CH2:15][C:14](=O)[CH2:13][CH2:12]1)=[O:10])[C:2]1[CH:7]=[CH:6][CH:5]=[CH:4][CH:3]=1.C1(P(=[CH:37][C:38]([O:40][CH3:41])=[O:39])(C2C=CC=CC=2)C2C=CC=CC=2)C=CC=CC=1.